Predict the reaction yield, written as a fraction of the theoretical maximum amount of product (1.0 means a 100% yield; for example, 0.34 means a 34% yield). From a dataset of Reaction yield outcomes from USPTO patents with 853,638 reactions. The reactants are [Br:1]Br.[N:3]1[C:12]2[C:7](=[CH:8][CH:9]=[CH:10][CH:11]=2)[C:6]([OH:13])=[CH:5][N:4]=1.C([O-])(=O)C.[K+]. The catalyst is C(O)(=O)C. The product is [Br:1][C:5]1[N:4]=[N:3][C:12]2[C:7]([C:6]=1[OH:13])=[CH:8][CH:9]=[CH:10][CH:11]=2. The yield is 0.750.